This data is from Catalyst prediction with 721,799 reactions and 888 catalyst types from USPTO. The task is: Predict which catalyst facilitates the given reaction. (1) Reactant: [NH2:1][CH2:2][CH2:3][CH2:4][CH2:5][CH2:6][NH:7][C:8](=[O:24])[O:9][CH2:10][CH:11]1[C:23]2[CH:22]=[CH:21][CH:20]=[CH:19][C:18]=2[C:17]2[C:12]1=[CH:13][CH:14]=[CH:15][CH:16]=2.CN(C(ON1N=NC2C=CC=NC1=2)=[N+](C)C)C.F[P-](F)(F)(F)(F)F.[C:49]([O:53][C:54](=[O:65])[CH2:55][CH2:56][C:57]1([C:62](O)=[O:63])[CH2:61][CH2:60][CH2:59][CH2:58]1)([CH3:52])([CH3:51])[CH3:50].CCN(C(C)C)C(C)C. Product: [CH:13]1[C:12]2[CH:11]([CH2:10][O:9][C:8]([NH:7][CH2:6][CH2:5][CH2:4][CH2:3][CH2:2][NH:1][C:62]([C:57]3([CH2:56][CH2:55][C:54]([O:53][C:49]([CH3:52])([CH3:51])[CH3:50])=[O:65])[CH2:61][CH2:60][CH2:59][CH2:58]3)=[O:63])=[O:24])[C:23]3[C:18](=[CH:19][CH:20]=[CH:21][CH:22]=3)[C:17]=2[CH:16]=[CH:15][CH:14]=1. The catalyst class is: 3. (2) Reactant: FC(F)(F)C(O)=O.[CH:8]([C:11]1[CH:15]=[CH:14][N:13]([CH2:16][C:17]([O:19]C(C)(C)C)=[O:18])[CH:12]=1)([CH3:10])[CH3:9]. Product: [CH:8]([C:11]1[CH:15]=[CH:14][N:13]([CH2:16][C:17]([OH:19])=[O:18])[CH:12]=1)([CH3:10])[CH3:9]. The catalyst class is: 4. (3) Reactant: [CH2:1]([O:3][C:4](=[O:35])[CH2:5][C@H:6]([NH:23][C:24](=[O:34])[CH2:25][CH2:26][C:27]([O:29]C(C)(C)C)=[O:28])[CH2:7][C:8]1[CH:13]=[CH:12][C:11]([C:14]2[CH:19]=[C:18]([F:20])[CH:17]=[CH:16][C:15]=2[O:21][CH3:22])=[CH:10][CH:9]=1)[CH3:2].O1CCOCC1. Product: [CH2:1]([O:3][C:4](=[O:35])[CH2:5][C@H:6]([NH:23][C:24](=[O:34])[CH2:25][CH2:26][C:27]([OH:29])=[O:28])[CH2:7][C:8]1[CH:13]=[CH:12][C:11]([C:14]2[CH:19]=[C:18]([F:20])[CH:17]=[CH:16][C:15]=2[O:21][CH3:22])=[CH:10][CH:9]=1)[CH3:2]. The catalyst class is: 33. (4) Reactant: [OH:1][C:2]1[CH:7]=[C:6]([CH3:8])[CH:5]=[CH:4][C:3]=1[NH:9][C:10]([C:12]1[CH:17]=[C:16]([N+:18]([O-:20])=[O:19])[CH:15]=[CH:14][C:13]=1Cl)=[O:11].[OH-].[Na+]. Product: [CH3:8][C:6]1[CH:5]=[CH:4][C:3]2[NH:9][C:10](=[O:11])[C:12]3[CH:17]=[C:16]([N+:18]([O-:20])=[O:19])[CH:15]=[CH:14][C:13]=3[O:1][C:2]=2[CH:7]=1. The catalyst class is: 6. (5) Reactant: [C:1]1(=[O:9])[CH2:7][CH2:6][CH2:5][CH2:4][C:3](=[O:8])[CH2:2]1.N1C=CC=CC=1.[S:16](O[S:16]([C:19]([F:22])([F:21])[F:20])(=[O:18])=[O:17])([C:19]([F:22])([F:21])[F:20])(=[O:18])=[O:17]. Product: [F:20][C:19]([F:22])([F:21])[S:16]([O:8][C:3]1=[CH:2][C:1](=[O:9])[CH2:7][CH2:6][CH2:5][CH2:4]1)(=[O:18])=[O:17]. The catalyst class is: 2. (6) Reactant: C[O:2][C:3]([C:5]1[CH:9]=[C:8]([Br:10])[O:7][C:6]=1[CH2:11][NH:12][CH2:13][C:14]1[CH:19]=[CH:18][C:17]([O:20][CH3:21])=[CH:16][CH:15]=1)=[O:4].[Li+].[OH-].C1COCC1. Product: [Br:10][C:8]1[O:7][C:6]([CH2:11][NH:12][CH2:13][C:14]2[CH:19]=[CH:18][C:17]([O:20][CH3:21])=[CH:16][CH:15]=2)=[C:5]([C:3]([OH:4])=[O:2])[CH:9]=1. The catalyst class is: 6. (7) Reactant: [CH3:1][O:2][C:3]1[CH:10]=[C:9]([O:11][CH3:12])[CH:8]=[CH:7][C:4]=1[CH2:5][NH2:6].[Cl:13][C:14]1[CH:19]=[C:18]([N+:20]([O-:22])=[O:21])[C:17]([O:23][CH3:24])=[CH:16][C:15]=1[CH:25]=[CH2:26].C1(C=CC(O)=CC=1)O. Product: [Cl:13][C:14]1[CH:19]=[C:18]([N+:20]([O-:22])=[O:21])[C:17]([O:23][CH3:24])=[CH:16][C:15]=1[CH2:25][CH2:26][NH:6][CH2:5][C:4]1[CH:7]=[CH:8][C:9]([O:11][CH3:12])=[CH:10][C:3]=1[O:2][CH3:1]. The catalyst class is: 41. (8) Reactant: [Cl:1][C:2]1[C:7]2[NH:8][C:9](=O)[O:10][C:6]=2[CH:5]=[CH:4][CH:3]=1.[Li+].[OH-].Cl.[C:15](O)(=O)C. Product: [Cl:1][C:2]1[C:7]2[N:8]=[C:9]([CH3:15])[O:10][C:6]=2[CH:5]=[CH:4][CH:3]=1. The catalyst class is: 40. (9) Reactant: [OH:1][CH:2]([C:6]1[CH:13]=[CH:12][C:9]([C:10]#[N:11])=[CH:8][CH:7]=1)[CH:3]([CH3:5])[CH3:4].CC(OI1(OC(C)=O)(OC(C)=O)OC(=O)C2C=CC=CC1=2)=O. Product: [C:2]([C:6]1[CH:7]=[CH:8][C:9]([C:10]#[N:11])=[CH:12][CH:13]=1)(=[O:1])[CH:3]([CH3:5])[CH3:4]. The catalyst class is: 2.